This data is from Full USPTO retrosynthesis dataset with 1.9M reactions from patents (1976-2016). The task is: Predict the reactants needed to synthesize the given product. (1) Given the product [F:37][CH:9]([F:8])[CH2:10][NH:11][C:12]1[N:13]=[C:14]2[CH2:36][CH2:35][N:34]([C:74](=[O:75])[C@@H:73]([O:72][CH3:71])[CH3:77])[CH2:33][C:15]2=[N:16][C:17]=1[N:18]1[CH2:19][CH2:20][CH:21]([O:24][C:25]2[CH:30]=[CH:29][C:28]([F:31])=[CH:27][C:26]=2[F:32])[CH2:22][CH2:23]1.[C:2]([OH:3])([C:4]([F:7])([F:6])[F:5])=[O:1], predict the reactants needed to synthesize it. The reactants are: [OH:1][C:2]([C:4]([F:7])([F:6])[F:5])=[O:3].[F:8][CH:9]([F:37])[CH2:10][NH:11][C:12]1[N:13]=[C:14]2[CH2:36][CH2:35][NH:34][CH2:33][C:15]2=[N:16][C:17]=1[N:18]1[CH2:23][CH2:22][CH:21]([O:24][C:25]2[CH:30]=[CH:29][C:28]([F:31])=[CH:27][C:26]=2[F:32])[CH2:20][CH2:19]1.CN(C(ON1N=NC2C=CC=NC1=2)=[N+](C)C)C.F[P-](F)(F)(F)(F)F.CCN(C(C)C)C(C)C.[CH3:71][O:72][C@@H:73]([CH3:77])[C:74](O)=[O:75]. (2) Given the product [F:35][C:36]1[CH:43]=[CH:42][C:39]([CH2:40][NH:41][C:20]([C:18]2[N:19]=[C:9]3[CH:8]([N:7]([CH3:26])[C:5](=[O:6])[C:4]([N:2]([CH3:3])[CH3:1])=[O:27])[CH2:14][N:13]([CH3:15])[CH2:12][CH2:11][N:10]3[C:16](=[O:25])[C:17]=2[OH:24])=[O:22])=[CH:38][CH:37]=1, predict the reactants needed to synthesize it. The reactants are: [CH3:1][N:2]([C:4](=[O:27])[C:5]([N:7]([CH3:26])[CH:8]1[CH2:14][N:13]([CH3:15])[CH2:12][CH2:11][N:10]2[C:16](=[O:25])[C:17]([OH:24])=[C:18]([C:20]([O:22]C)=O)[N:19]=[C:9]12)=[O:6])[CH3:3].C(N(CC)CC)C.[F:35][C:36]1[CH:43]=[CH:42][C:39]([CH2:40][NH2:41])=[CH:38][CH:37]=1. (3) Given the product [F:14][C:12]1[CH:13]=[C:5]2[C:6]([C:7](=[O:8])[NH:2][CH:1]=[N:4]2)=[CH:10][CH:11]=1, predict the reactants needed to synthesize it. The reactants are: [CH3:1][N-:2]C.[NH2:4][C:5]1[CH:13]=[C:12]([F:14])[CH:11]=[CH:10][C:6]=1[C:7](O)=[O:8].C(N)=O. (4) Given the product [CH3:9][O:8][C:7]1[C:2]([CH:3]=[C:4]([CH3:13])[CH3:5])=[CH:3][C:4]2[C:13]3[N:14]([C:22]4[S:23][CH:24]=[CH:25][N:26]=4)[N:15]=[C:16]([C:17]([O:19][CH2:20][CH3:21])=[O:18])[C:12]=3[CH2:11][O:10][C:5]=2[CH:6]=1, predict the reactants needed to synthesize it. The reactants are: Br[C:2]1[C:7]([O:8][CH3:9])=[CH:6][C:5]2[O:10][CH2:11][C:12]3[C:16]([C:17]([O:19][CH2:20][CH3:21])=[O:18])=[N:15][N:14]([C:22]4[S:23][CH:24]=[CH:25][N:26]=4)[C:13]=3[C:4]=2[CH:3]=1.[O-]P(OP(OP([O-])([O-])=O)([O-])=O)(=O)[O-].[K+].[K+].[K+].[K+].[K+].